Dataset: NCI-60 drug combinations with 297,098 pairs across 59 cell lines. Task: Regression. Given two drug SMILES strings and cell line genomic features, predict the synergy score measuring deviation from expected non-interaction effect. (1) Drug 1: C1=CC(=CC=C1CC(C(=O)O)N)N(CCCl)CCCl.Cl. Drug 2: C1CC(C1)(C(=O)O)C(=O)O.[NH2-].[NH2-].[Pt+2]. Cell line: NCIH23. Synergy scores: CSS=52.5, Synergy_ZIP=-3.03, Synergy_Bliss=1.74, Synergy_Loewe=1.81, Synergy_HSA=3.07. (2) Drug 1: C#CCC(CC1=CN=C2C(=N1)C(=NC(=N2)N)N)C3=CC=C(C=C3)C(=O)NC(CCC(=O)O)C(=O)O. Drug 2: CS(=O)(=O)OCCCCOS(=O)(=O)C. Cell line: MOLT-4. Synergy scores: CSS=65.4, Synergy_ZIP=3.86, Synergy_Bliss=2.97, Synergy_Loewe=1.26, Synergy_HSA=1.14. (3) Synergy scores: CSS=8.20, Synergy_ZIP=-3.52, Synergy_Bliss=-1.54, Synergy_Loewe=-5.91, Synergy_HSA=-0.595. Drug 1: CC1=C(C(=CC=C1)Cl)NC(=O)C2=CN=C(S2)NC3=CC(=NC(=N3)C)N4CCN(CC4)CCO. Drug 2: C1CNP(=O)(OC1)N(CCCl)CCCl. Cell line: 786-0. (4) Drug 1: C1=CC(=CC=C1CCCC(=O)O)N(CCCl)CCCl. Drug 2: COC1=C2C(=CC3=C1OC=C3)C=CC(=O)O2. Cell line: TK-10. Synergy scores: CSS=12.9, Synergy_ZIP=-5.51, Synergy_Bliss=-4.60, Synergy_Loewe=-3.51, Synergy_HSA=-3.06. (5) Drug 1: CN1C2=C(C=C(C=C2)N(CCCl)CCCl)N=C1CCCC(=O)O.Cl. Drug 2: CC12CCC3C(C1CCC2OP(=O)(O)O)CCC4=C3C=CC(=C4)OC(=O)N(CCCl)CCCl.[Na+]. Cell line: DU-145. Synergy scores: CSS=3.10, Synergy_ZIP=-0.0338, Synergy_Bliss=-0.498, Synergy_Loewe=-2.10, Synergy_HSA=-3.07. (6) Drug 1: C1=NC2=C(N1)C(=S)N=C(N2)N. Drug 2: C1CNP(=O)(OC1)N(CCCl)CCCl. Cell line: SF-268. Synergy scores: CSS=4.31, Synergy_ZIP=-6.50, Synergy_Bliss=-2.76, Synergy_Loewe=-18.1, Synergy_HSA=-4.64. (7) Drug 1: C1=CC=C(C=C1)NC(=O)CCCCCCC(=O)NO. Drug 2: CN(C(=O)NC(C=O)C(C(C(CO)O)O)O)N=O. Cell line: HCT-15. Synergy scores: CSS=6.58, Synergy_ZIP=3.58, Synergy_Bliss=2.77, Synergy_Loewe=3.73, Synergy_HSA=3.35. (8) Drug 1: CCC1(CC2CC(C3=C(CCN(C2)C1)C4=CC=CC=C4N3)(C5=C(C=C6C(=C5)C78CCN9C7C(C=CC9)(C(C(C8N6C=O)(C(=O)OC)O)OC(=O)C)CC)OC)C(=O)OC)O.OS(=O)(=O)O. Drug 2: CC(C)NC(=O)C1=CC=C(C=C1)CNNC.Cl. Cell line: OVCAR3. Synergy scores: CSS=51.4, Synergy_ZIP=5.15, Synergy_Bliss=9.10, Synergy_Loewe=-38.1, Synergy_HSA=0.752. (9) Cell line: A549. Drug 2: N.N.Cl[Pt+2]Cl. Drug 1: C1=NC2=C(N1)C(=S)N=C(N2)N. Synergy scores: CSS=15.2, Synergy_ZIP=-5.55, Synergy_Bliss=-4.28, Synergy_Loewe=-18.9, Synergy_HSA=-5.36.